Dataset: NCI-60 drug combinations with 297,098 pairs across 59 cell lines. Task: Regression. Given two drug SMILES strings and cell line genomic features, predict the synergy score measuring deviation from expected non-interaction effect. (1) Drug 1: CN(CCCl)CCCl.Cl. Drug 2: C1=NNC2=C1C(=O)NC=N2. Cell line: OVCAR-4. Synergy scores: CSS=1.18, Synergy_ZIP=-2.08, Synergy_Bliss=-1.56, Synergy_Loewe=-0.917, Synergy_HSA=-0.520. (2) Drug 2: CC(C)NC(=O)C1=CC=C(C=C1)CNNC.Cl. Synergy scores: CSS=49.7, Synergy_ZIP=4.06, Synergy_Bliss=4.71, Synergy_Loewe=-33.8, Synergy_HSA=4.27. Drug 1: C1=CC(=C2C(=C1NCCNCCO)C(=O)C3=C(C=CC(=C3C2=O)O)O)NCCNCCO. Cell line: SNB-19.